From a dataset of Forward reaction prediction with 1.9M reactions from USPTO patents (1976-2016). Predict the product of the given reaction. (1) Given the reactants [CH3:1][CH:2]([CH3:17])[CH2:3][CH2:4][NH:5][C:6]([C:8]1([C:13](OC)=[O:14])[CH2:12][CH2:11][CH2:10][CH2:9]1)=O.Cl.[OH-].[Na+], predict the reaction product. The product is: [CH3:1][CH:2]([CH3:17])[CH2:3][CH2:4][NH:5][CH2:6][C:8]1([CH2:13][OH:14])[CH2:9][CH2:10][CH2:11][CH2:12]1. (2) Given the reactants [NH2:1][C:2]1[CH:3]=[N:4][N:5]([CH3:21])[C:6]=1[N:7]1[CH2:12][CH2:11][CH2:10][C@H:9]([NH:13][C:14](=[O:20])[O:15][C:16]([CH3:19])([CH3:18])[CH3:17])[CH2:8]1.N1CCC[C@@H](NC(=O)OC(C)(C)C)C1, predict the reaction product. The product is: [NH2:1][C:2]1[CH:3]=[N:4][N:5]([CH3:21])[C:6]=1[N:7]1[CH2:12][CH2:11][CH2:10][C@@H:9]([NH:13][C:14](=[O:20])[O:15][C:16]([CH3:17])([CH3:18])[CH3:19])[CH2:8]1.